This data is from Forward reaction prediction with 1.9M reactions from USPTO patents (1976-2016). The task is: Predict the product of the given reaction. (1) Given the reactants [OH-].[Na+].CC1(C)C(C)(C)OB([C:11]2[CH:19]=[CH:18][CH:17]=[C:16]3[C:12]=2[CH:13]=[CH:14][NH:15]3)O1.Br[C:22]1[CH:23]=[N:24][CH:25]=[N:26][CH:27]=1, predict the reaction product. The product is: [N:24]1[CH:23]=[C:22]([C:11]2[CH:19]=[CH:18][CH:17]=[C:16]3[C:12]=2[CH:13]=[CH:14][NH:15]3)[CH:27]=[N:26][CH:25]=1. (2) Given the reactants F[C:2]1[CH:7]=[C:6]([C:8]2[C:13]([CH3:14])=[CH:12][N:11]=[C:10]([NH:15][CH:16]3[CH2:21][CH2:20][O:19][CH2:18][CH2:17]3)[N:9]=2)[CH:5]=[CH:4][N:3]=1.C([O-])(O)=[O:23].[Na+], predict the reaction product. The product is: [CH3:14][C:13]1[C:8]([C:6]2[CH:5]=[CH:4][NH:3][C:2](=[O:23])[CH:7]=2)=[N:9][C:10]([NH:15][CH:16]2[CH2:21][CH2:20][O:19][CH2:18][CH2:17]2)=[N:11][CH:12]=1. (3) The product is: [CH2:14]([O:13][C:10]1[CH:11]=[CH:12][C:2]([NH:1][CH2:16][CH2:17][CH3:18])=[C:3]([CH:9]=1)[C:4]([O:6][CH2:7][CH3:8])=[O:5])[CH3:15]. Given the reactants [NH2:1][C:2]1[CH:12]=[CH:11][C:10]([O:13][CH2:14][CH3:15])=[CH:9][C:3]=1[C:4]([O:6][CH2:7][CH3:8])=[O:5].[CH:16](=O)[CH2:17][CH3:18].C(O)(=O)C.C(O[BH-](OC(=O)C)OC(=O)C)(=O)C.[Na+], predict the reaction product. (4) Given the reactants C(O[C:4]1(O[Si](C)(C)C)[CH2:6][CH2:5]1)C.[N:12]1([C:18]2[CH:23]=[C:22]([CH2:24][N:25]3[CH:30]=[C:29]([C:31]4[O:35][N:34]=[C:33]([C:36]5[CH:41]=[CH:40][C:39]([S:42][C:43]([F:46])([F:45])[F:44])=[CH:38][CH:37]=5)[N:32]=4)[CH:28]=[CH:27][C:26]3=[O:47])[CH:21]=[CH:20][N:19]=2)[CH2:17][CH2:16][NH:15][CH2:14][CH2:13]1.C(O)(=O)C.C([BH3-])#N.[Na+], predict the reaction product. The product is: [CH:4]1([N:15]2[CH2:14][CH2:13][N:12]([C:18]3[CH:23]=[C:22]([CH2:24][N:25]4[CH:30]=[C:29]([C:31]5[O:35][N:34]=[C:33]([C:36]6[CH:41]=[CH:40][C:39]([S:42][C:43]([F:45])([F:46])[F:44])=[CH:38][CH:37]=6)[N:32]=5)[CH:28]=[CH:27][C:26]4=[O:47])[CH:21]=[CH:20][N:19]=3)[CH2:17][CH2:16]2)[CH2:6][CH2:5]1. (5) Given the reactants [Cl:1][C:2]1[N:7]=[C:6]([NH2:8])[N:5]=[C:4]([NH2:9])[CH:3]=1.C1C(=O)N([I:17])C(=O)C1, predict the reaction product. The product is: [Cl:1][C:2]1[N:7]=[C:6]([NH2:8])[N:5]=[C:4]([NH2:9])[C:3]=1[I:17]. (6) Given the reactants [OH:1][C:2]1[CH:3]=[C:4]2[C:8](=[C:9]([N+:12]([O-:14])=[O:13])[C:10]=1[OH:11])[C:7](=O)[CH2:6][CH2:5]2.N1C=CC=CC=1.Cl.[NH2:23][OH:24], predict the reaction product. The product is: [OH:1][C:2]1[CH:3]=[C:4]2[C:8](=[C:9]([N+:12]([O-:14])=[O:13])[C:10]=1[OH:11])[C:7](=[N:23][OH:24])[CH2:6][CH2:5]2. (7) Given the reactants [C:1]([N:5]1[C:9]([C:10]2[CH:15]=[CH:14][C:13]([F:16])=[CH:12][CH:11]=2)=[C:8]([C:17]([O:19]CC)=[O:18])[CH:7]=[N:6]1)([CH3:4])([CH3:3])[CH3:2].[OH-].[Na+], predict the reaction product. The product is: [C:1]([N:5]1[C:9]([C:10]2[CH:15]=[CH:14][C:13]([F:16])=[CH:12][CH:11]=2)=[C:8]([C:17]([OH:19])=[O:18])[CH:7]=[N:6]1)([CH3:4])([CH3:2])[CH3:3]. (8) Given the reactants [C:1]([O:5][C:6]([N:8]1[CH2:13][CH2:12][C:11]([C:15]2[CH:20]=[CH:19][C:18](Br)=[CH:17][CH:16]=2)([OH:14])[CH2:10][CH2:9]1)=[O:7])([CH3:4])([CH3:3])[CH3:2].C(Cl)Cl.C([O-])(=O)C.[K+].C(=O)([O-])[O-].[K+].[K+].Br[C:37]1[N:42]=[CH:41][CH:40]=[CH:39][N:38]=1, predict the reaction product. The product is: [C:1]([O:5][C:6]([N:8]1[CH2:13][CH2:12][C:11]([OH:14])([C:15]2[CH:20]=[CH:19][C:18]([C:37]3[N:42]=[CH:41][CH:40]=[CH:39][N:38]=3)=[CH:17][CH:16]=2)[CH2:10][CH2:9]1)=[O:7])([CH3:4])([CH3:3])[CH3:2]. (9) Given the reactants [F:1][C:2]1[CH:7]=[CH:6][CH:5]=[C:4]([F:8])[C:3]=1[CH2:9][C:10]([OH:12])=O.[CH2:13]([C@@H:20]1[NH:25][CH2:24][CH2:23][N:22]([C:26]2[CH:31]=[CH:30][C:29]([O:32][CH3:33])=[C:28]([O:34][CH:35]3[CH2:39][CH2:38][CH2:37][CH2:36]3)[CH:27]=2)[CH2:21]1)[C:14]1[CH:19]=[CH:18][CH:17]=[CH:16][CH:15]=1, predict the reaction product. The product is: [CH2:13]([C@H:20]1[CH2:21][N:22]([C:26]2[CH:31]=[CH:30][C:29]([O:32][CH3:33])=[C:28]([O:34][CH:35]3[CH2:39][CH2:38][CH2:37][CH2:36]3)[CH:27]=2)[CH2:23][CH2:24][N:25]1[C:10](=[O:12])[CH2:9][C:3]1[C:4]([F:8])=[CH:5][CH:6]=[CH:7][C:2]=1[F:1])[C:14]1[CH:15]=[CH:16][CH:17]=[CH:18][CH:19]=1. (10) Given the reactants C[Si](C)(C)[O:3][C:4]1[CH:5]=[CH:6][C:7]2[O:11][CH:10]3[CH:12]([C:13]([O:15][CH2:16][CH3:17])=[O:14])[CH:9]3[C:8]=2[CH:18]=1.Cl.CCO, predict the reaction product. The product is: [OH:3][C:4]1[CH:5]=[CH:6][C:7]2[O:11][CH:10]3[CH:12]([C:13]([O:15][CH2:16][CH3:17])=[O:14])[CH:9]3[C:8]=2[CH:18]=1.